This data is from Experimentally validated miRNA-target interactions with 360,000+ pairs, plus equal number of negative samples. The task is: Binary Classification. Given a miRNA mature sequence and a target amino acid sequence, predict their likelihood of interaction. The miRNA is mmu-miR-770-5p with sequence AGCACCACGUGUCUGGGCCACG. The protein sequence of the target gene is MAARTGHTALRRVVSGCRPKSATAAGAQAPVRNGRYLASCGILMSRTLPLHTSILPKEICARTFFKITAPLINKRKEYSERRILGYSMQEMYDVVSGVEDYKHFVPWCKKSDVISKRSGYCKTRLEIGFPPVLERYTSVVTLVKPHLVKASCTDGRLFNHLETIWRFSPGLPGYPRTCTLDFSISFEFRSLLHSQLATLFFDEVVKQMVAAFERRACKLYGPETNIPRELMLHEVHHT. Result: 0 (no interaction).